This data is from Forward reaction prediction with 1.9M reactions from USPTO patents (1976-2016). The task is: Predict the product of the given reaction. (1) The product is: [CH3:10][N:6]([CH2:11][C@H:12]([NH:13][C:14]([C:16]1[C:20]([Br:21])=[C:19]([NH:22][C:23](=[O:31])[C:24]2[CH:29]=[CH:28][CH:27]=[CH:26][C:25]=2[Cl:30])[NH:18][N:17]=1)=[O:15])[CH2:3][CH2:4][C:5]1[CH:28]=[CH:29][CH:24]=[CH:25][CH:26]=1)[CH3:7]. Given the reactants N1[CH:5]=[CH:4][CH:3]=N1.[N:6]1([CH:11](C)[CH2:12][NH:13][C:14]([C:16]2[C:20]([Br:21])=[C:19]([NH:22][C:23](=[O:31])[C:24]3[CH:29]=[CH:28][CH:27]=[CH:26][C:25]=3[Cl:30])[NH:18][N:17]=2)=[O:15])[CH2:10]CC[CH2:7]1, predict the reaction product. (2) Given the reactants [NH2:1][C:2]1[N:7]=[C:6]([N:8]2[CH2:13][CH2:12][N:11]([CH3:14])[CH2:10][CH2:9]2)[N:5]=[C:4]([C:15]2[CH:16]=[C:17]([CH:26]=[CH:27][CH:28]=2)[O:18][CH2:19][C:20]([NH:22][CH:23]([CH3:25])[CH3:24])=[O:21])[CH:3]=1.I[C:30]1[CH:35]=[CH:34][N:33]=[CH:32][CH:31]=1.CC(C1C=C(C(C)C)C(C2C=CC=CC=2P(C2CCCCC2)C2CCCCC2)=C(C(C)C)C=1)C.C([O-])([O-])=O.[Cs+].[Cs+], predict the reaction product. The product is: [CH:23]([NH:22][C:20](=[O:21])[CH2:19][O:18][C:17]1[CH:26]=[CH:27][CH:28]=[C:15]([C:4]2[CH:3]=[C:2]([NH:1][C:30]3[CH:35]=[CH:34][N:33]=[CH:32][CH:31]=3)[N:7]=[C:6]([N:8]3[CH2:9][CH2:10][N:11]([CH3:14])[CH2:12][CH2:13]3)[N:5]=2)[CH:16]=1)([CH3:25])[CH3:24]. (3) The product is: [Cl:23][C:19]1[C:18]([F:24])=[C:17]([C@H:13]2[C@H:14]([CH2:15][OH:16])[N:10]([CH2:9][C@@H:7]3[CH2:8][C@H:6]3[C:4]([OH:5])=[O:3])[C@@H:11]([CH2:35][C:36]([CH3:37])([CH3:38])[CH3:39])[C@@:12]2([C:27]2[CH:32]=[CH:31][C:30]([Cl:33])=[CH:29][C:28]=2[F:34])[C:25]#[N:26])[CH:22]=[CH:21][CH:20]=1. Given the reactants C([O:3][C:4]([CH:6]1[CH2:8][CH:7]1[CH2:9][N:10]1[C@@H:14]([CH2:15][OH:16])[C@H:13]([C:17]2[CH:22]=[CH:21][CH:20]=[C:19]([Cl:23])[C:18]=2[F:24])[C@:12]([C:27]2[CH:32]=[CH:31][C:30]([Cl:33])=[CH:29][C:28]=2[F:34])([C:25]#[N:26])[C@@H:11]1[CH2:35][C:36]([CH3:39])([CH3:38])[CH3:37])=[O:5])C.[Li+].[OH-], predict the reaction product. (4) Given the reactants C(O[C:4](=[O:21])[CH2:5][C:6]([CH:8]1[CH2:13][CH2:12][N:11]([C:14]([O:16][C:17]([CH3:20])([CH3:19])[CH3:18])=[O:15])[CH2:10][CH2:9]1)=O)C.[F:22][C:23]1[CH:31]=[CH:30][CH:29]=[C:28]2[C:24]=1[C:25]([NH2:32])=[N:26][NH:27]2.P([O-])([O-])([O-])=O.[K+].[K+].[K+].Cl, predict the reaction product. The product is: [F:22][C:23]1[C:24]2[C:28]([CH:29]=[CH:30][CH:31]=1)=[N:27][N:26]1[C:4](=[O:21])[CH:5]=[C:6]([CH:8]3[CH2:9][CH2:10][N:11]([C:14]([O:16][C:17]([CH3:18])([CH3:19])[CH3:20])=[O:15])[CH2:12][CH2:13]3)[NH:32][C:25]=21. (5) Given the reactants [C:1]([O:5][C:6]([N:8]1[CH2:24][CH2:23][C:10]2([CH2:13][CH:12]([N:14]3[CH2:19][CH2:18][CH:17]([C:20](O)=[O:21])[CH2:16][CH2:15]3)[CH2:11]2)[CH2:9]1)=[O:7])([CH3:4])([CH3:3])[CH3:2].[C:25]([NH2:29])([CH3:28])([CH3:27])[CH3:26].CN(C(ON1N=NC2C=CC=NC1=2)=[N+](C)C)C.F[P-](F)(F)(F)(F)F.CCN(C(C)C)C(C)C, predict the reaction product. The product is: [C:1]([O:5][C:6]([N:8]1[CH2:24][CH2:23][C:10]2([CH2:13][CH:12]([N:14]3[CH2:15][CH2:16][CH:17]([C:20](=[O:21])[NH:29][C:25]([CH3:28])([CH3:27])[CH3:26])[CH2:18][CH2:19]3)[CH2:11]2)[CH2:9]1)=[O:7])([CH3:2])([CH3:4])[CH3:3].